Dataset: Catalyst prediction with 721,799 reactions and 888 catalyst types from USPTO. Task: Predict which catalyst facilitates the given reaction. Product: [CH3:8][C:6]([NH:9][CH2:10][C@H:11]([OH:12])[C:13]1[CH:14]=[CH:15][C:16]([OH:23])=[C:17]([CH2:18][OH:19])[CH:22]=1)([CH3:5])[CH3:7]. The catalyst class is: 5. Reactant: B.CSC.[CH3:5][C:6]([NH:9][CH2:10][CH:11]([C:13]1[CH:14]=[CH:15][C:16]([OH:23])=[C:17]([CH:22]=1)[C:18](OC)=[O:19])[OH:12])([CH3:8])[CH3:7].C1(C)C(C([C@@](C(O)=O)(O)[C@@](C(C2C(C)=CC=CC=2)=O)(O)C(O)=O)=O)=CC=CC=1.C1(C)C(C([C@](C(O)=O)(O)[C@](C(C2C(C)=CC=CC=2)=O)(O)C(O)=O)=O)=CC=CC=1.